From a dataset of Reaction yield outcomes from USPTO patents with 853,638 reactions. Predict the reaction yield, written as a fraction of the theoretical maximum amount of product (1.0 means a 100% yield; for example, 0.34 means a 34% yield). (1) The reactants are [CH3:1][C:2]1[CH:3]=[C:4]2[C:8](=[CH:9][CH:10]=1)[NH:7][C:6](=[O:11])[C:5]2=O.O.NN.Cl. The catalyst is C(OCC)(=O)C.CCCCCC. The product is [CH3:1][C:2]1[CH:3]=[C:4]2[C:8](=[CH:9][CH:10]=1)[NH:7][C:6](=[O:11])[CH2:5]2. The yield is 0.470. (2) The reactants are [NH2:1][C:2]1[C:17]([O:18][CH2:19][C:20]2[CH:25]=[CH:24][CH:23]=[CH:22][CH:21]=2)=[CH:16][CH:15]=[CH:14][C:3]=1[C:4]([O:6][CH2:7][C:8]1[CH:13]=[CH:12][CH:11]=[CH:10][CH:9]=1)=[O:5].C([O-])(=O)C.[Na+].[I:31]Cl. The catalyst is C(O)(=O)C. The product is [NH2:1][C:2]1[C:17]([O:18][CH2:19][C:20]2[CH:25]=[CH:24][CH:23]=[CH:22][CH:21]=2)=[CH:16][C:15]([I:31])=[CH:14][C:3]=1[C:4]([O:6][CH2:7][C:8]1[CH:13]=[CH:12][CH:11]=[CH:10][CH:9]=1)=[O:5]. The yield is 0.450. (3) The reactants are [NH2:1][C:2]1[CH:9]=[C:8]([N+:10]([O-:12])=[O:11])[C:7]([Br:13])=[CH:6][C:3]=1[C:4]#[N:5].CO[CH:16](OC)[N:17]([CH3:19])[CH3:18]. No catalyst specified. The product is [Br:13][C:7]1[C:8]([N+:10]([O-:12])=[O:11])=[CH:9][C:2]([N:1]=[CH:16][N:17]([CH3:19])[CH3:18])=[C:3]([C:4]#[N:5])[CH:6]=1. The yield is 0.860. (4) The product is [CH2:7]([O:14][CH2:15][CH:16]1[CH2:20][N:19]([S:21]([CH3:24])(=[O:23])=[O:22])[CH2:18][CH:17]1[CH2:25][SH:26])[C:8]1[CH:13]=[CH:12][CH:11]=[CH:10][CH:9]=1. The reactants are [H-].[H-].[H-].[H-].[Li+].[Al+3].[CH2:7]([O:14][CH2:15][CH:16]1[CH2:20][N:19]([S:21]([CH3:24])(=[O:23])=[O:22])[CH2:18][CH:17]1[CH2:25][S:26]C(=O)C)[C:8]1[CH:13]=[CH:12][CH:11]=[CH:10][CH:9]=1.O.Cl. The yield is 0.950. The catalyst is CCOCC. (5) The reactants are CC(C)([O-])C.[Na+].[CH3:7][C:8]([C:10]1[CH:11]=[CH:12][C:13]([OH:16])=[CH:14][CH:15]=1)=[O:9].C([O:19][C:20](=O)[CH2:21][CH2:22][CH2:23][CH3:24])C.C(O)(=O)C. The catalyst is O.C1COCC1. The product is [OH:16][C:13]1[CH:14]=[CH:15][C:10]([C:8](=[O:9])[CH2:7][C:20](=[O:19])[CH2:21][CH2:22][CH2:23][CH3:24])=[CH:11][CH:12]=1. The yield is 0.720. (6) The reactants are [C:1]1(=O)[NH:5][C:4](=O)[C:3]2=[CH:7][CH:8]=[CH:9][CH:10]=[C:2]12.[K].CS(O[CH2:18][CH2:19][CH2:20][CH2:21][CH2:22][CH2:23][CH2:24][CH2:25]/[CH:26]=[CH:27]\C/C=C\CCCCC)(=O)=O. The catalyst is O. The product is [CH2:4]([NH2:5])[CH2:3][CH2:7][CH2:8][CH2:9][CH2:10][CH2:2][CH2:1]/[CH:18]=[CH:19]\[CH2:20]/[CH:21]=[CH:22]\[CH2:23][CH2:24][CH2:25][CH2:26][CH3:27]. The yield is 0.950.